This data is from Full USPTO retrosynthesis dataset with 1.9M reactions from patents (1976-2016). The task is: Predict the reactants needed to synthesize the given product. (1) Given the product [N:22]1[CH:21]=[CH:20][N:16]2[CH:17]=[CH:18][CH:19]=[C:14]([CH2:13][O:1][C:2]3[C:7]([CH:8]=[O:9])=[CH:6][C:5]([O:10][CH3:11])=[N:4][CH:3]=3)[C:15]=12, predict the reactants needed to synthesize it. The reactants are: [OH:1][C:2]1[C:7]([CH:8]=[O:9])=[CH:6][C:5]([O:10][CH3:11])=[N:4][CH:3]=1.Cl[CH2:13][C:14]1[C:15]2[N:16]([CH:20]=[CH:21][N:22]=2)[CH:17]=[CH:18][CH:19]=1.C([O-])([O-])=O.[K+].[K+]. (2) Given the product [NH2:21][C@@H:19]1[CH2:20][C:15]([CH2:14][NH:13][C:11]([C:3]2[S:4][CH:5]=[C:6]([S:7]([CH3:10])(=[O:9])=[O:8])[C:2]=2[Cl:1])=[O:12])=[CH:16][CH2:17][C@H:18]1[C:24]1[CH:29]=[CH:28][C:27]([Cl:30])=[CH:26][C:25]=1[Cl:31], predict the reactants needed to synthesize it. The reactants are: [Cl:1][C:2]1[C:6]([S:7]([CH3:10])(=[O:9])=[O:8])=[CH:5][S:4][C:3]=1[C:11]([NH:13][CH2:14][C:15]1[CH2:20][C@@H:19]([N+:21]([O-])=O)[C@H:18]([C:24]2[CH:29]=[CH:28][C:27]([Cl:30])=[CH:26][C:25]=2[Cl:31])[CH2:17][CH:16]=1)=[O:12]. (3) Given the product [Br:21][C:22]1[CH:27]=[CH:26][C:25](/[CH:20]=[CH:19]/[CH2:18][C@H:9]([NH:8][C:6]([O:5][C:1]([CH3:4])([CH3:3])[CH3:2])=[O:7])[C:10]([O:12][CH:13]2[CH2:14][CH2:15][CH2:16][CH2:17]2)=[O:11])=[CH:24][CH:23]=1, predict the reactants needed to synthesize it. The reactants are: [C:1]([O:5][C:6]([NH:8][C@@H:9]([CH2:18][CH:19]=[CH2:20])[C:10]([O:12][CH:13]1[CH2:17][CH2:16][CH2:15][CH2:14]1)=[O:11])=[O:7])([CH3:4])([CH3:3])[CH3:2].[Br:21][C:22]1[CH:27]=[CH:26][C:25](I)=[CH:24][CH:23]=1.C([O-])(O)=O.[Na+].N#N. (4) Given the product [NH2:1][C:2]1[N:7]=[C:6]([C:8]([O:10][CH3:11])=[O:9])[C:5]([Cl:13])=[CH:4][C:3]=1[Br:12], predict the reactants needed to synthesize it. The reactants are: [NH2:1][C:2]1[N:7]=[C:6]([C:8]([O:10][CH3:11])=[O:9])[CH:5]=[CH:4][C:3]=1[Br:12].[Cl:13]N1C(=O)CCC1=O. (5) Given the product [CH3:11][N:8]1[C:9]2[CH:10]=[C:2]([N:36]3[CH:37]=[CH:38][C:33]([O:32][CH2:31][C:28]4[CH:29]=[N:30][C:25]([CH3:24])=[CH:26][CH:27]=4)=[CH:34][C:35]3=[O:39])[CH:3]=[CH:4][C:5]=2[C:6]2[CH2:16][N:15]([C:17]([O:19][C:20]([CH3:23])([CH3:22])[CH3:21])=[O:18])[CH2:14][CH2:13][CH2:12][C:7]1=2, predict the reactants needed to synthesize it. The reactants are: Br[C:2]1[CH:3]=[CH:4][C:5]2[C:6]3[CH2:16][N:15]([C:17]([O:19][C:20]([CH3:23])([CH3:22])[CH3:21])=[O:18])[CH2:14][CH2:13][CH2:12][C:7]=3[N:8]([CH3:11])[C:9]=2[CH:10]=1.[CH3:24][C:25]1[N:30]=[CH:29][C:28]([CH2:31][O:32][C:33]2[CH:38]=[CH:37][NH:36][C:35](=[O:39])[CH:34]=2)=[CH:27][CH:26]=1.C([O-])([O-])=O.[Cs+].[Cs+].OC1C=CC=C2C=1N=CC=C2. (6) Given the product [Cl:11][C:3]1[CH:4]=[N:5][CH:6]=[C:7]([N+:8]([O-:10])=[O:9])[C:2]=1[N:15]1[CH2:14][CH2:13][N:12]([C:18]([O:20][C:21]([CH3:24])([CH3:23])[CH3:22])=[O:19])[CH2:17][CH2:16]1, predict the reactants needed to synthesize it. The reactants are: Br[C:2]1[C:7]([N+:8]([O-:10])=[O:9])=[CH:6][N:5]=[CH:4][C:3]=1[Cl:11].[N:12]1([C:18]([O:20][C:21]([CH3:24])([CH3:23])[CH3:22])=[O:19])[CH2:17][CH2:16][NH:15][CH2:14][CH2:13]1.CCN(C(C)C)C(C)C.